From a dataset of NCI-60 drug combinations with 297,098 pairs across 59 cell lines. Regression. Given two drug SMILES strings and cell line genomic features, predict the synergy score measuring deviation from expected non-interaction effect. (1) Drug 1: C1CN(CCN1C(=O)CCBr)C(=O)CCBr. Drug 2: CCC1(C2=C(COC1=O)C(=O)N3CC4=CC5=C(C=CC(=C5CN(C)C)O)N=C4C3=C2)O.Cl. Cell line: UO-31. Synergy scores: CSS=3.51, Synergy_ZIP=-5.63, Synergy_Bliss=-0.716, Synergy_Loewe=-18.9, Synergy_HSA=-5.70. (2) Drug 1: CCC1=CC2CC(C3=C(CN(C2)C1)C4=CC=CC=C4N3)(C5=C(C=C6C(=C5)C78CCN9C7C(C=CC9)(C(C(C8N6C)(C(=O)OC)O)OC(=O)C)CC)OC)C(=O)OC.C(C(C(=O)O)O)(C(=O)O)O. Drug 2: C1C(C(OC1N2C=NC3=C2NC=NCC3O)CO)O. Cell line: SN12C. Synergy scores: CSS=26.7, Synergy_ZIP=-11.5, Synergy_Bliss=-6.72, Synergy_Loewe=-14.7, Synergy_HSA=-3.98. (3) Drug 1: CC1=C(C(CCC1)(C)C)C=CC(=CC=CC(=CC(=O)O)C)C. Drug 2: C1C(C(OC1N2C=NC(=NC2=O)N)CO)O. Cell line: MDA-MB-435. Synergy scores: CSS=7.68, Synergy_ZIP=-1.73, Synergy_Bliss=-2.64, Synergy_Loewe=-1.77, Synergy_HSA=-4.16. (4) Drug 1: CCCS(=O)(=O)NC1=C(C(=C(C=C1)F)C(=O)C2=CNC3=C2C=C(C=N3)C4=CC=C(C=C4)Cl)F. Drug 2: C1C(C(OC1N2C=C(C(=O)NC2=O)F)CO)O. Cell line: HL-60(TB). Synergy scores: CSS=77.7, Synergy_ZIP=19.9, Synergy_Bliss=21.2, Synergy_Loewe=-12.6, Synergy_HSA=15.3. (5) Drug 1: CCCS(=O)(=O)NC1=C(C(=C(C=C1)F)C(=O)C2=CNC3=C2C=C(C=N3)C4=CC=C(C=C4)Cl)F. Drug 2: C1C(C(OC1N2C=NC(=NC2=O)N)CO)O. Cell line: HT29. Synergy scores: CSS=46.6, Synergy_ZIP=-2.33, Synergy_Bliss=-1.67, Synergy_Loewe=-2.51, Synergy_HSA=2.72. (6) Drug 1: CC1=C(C=C(C=C1)NC2=NC=CC(=N2)N(C)C3=CC4=NN(C(=C4C=C3)C)C)S(=O)(=O)N.Cl. Drug 2: CC1=CC=C(C=C1)C2=CC(=NN2C3=CC=C(C=C3)S(=O)(=O)N)C(F)(F)F. Cell line: COLO 205. Synergy scores: CSS=2.25, Synergy_ZIP=4.62, Synergy_Bliss=8.21, Synergy_Loewe=-0.295, Synergy_HSA=0.362. (7) Drug 1: CC(CN1CC(=O)NC(=O)C1)N2CC(=O)NC(=O)C2. Drug 2: CC12CCC3C(C1CCC2O)C(CC4=C3C=CC(=C4)O)CCCCCCCCCS(=O)CCCC(C(F)(F)F)(F)F. Cell line: NCI/ADR-RES. Synergy scores: CSS=9.49, Synergy_ZIP=-1.53, Synergy_Bliss=2.84, Synergy_Loewe=0.700, Synergy_HSA=2.36. (8) Drug 1: CC12CCC3C(C1CCC2OP(=O)(O)O)CCC4=C3C=CC(=C4)OC(=O)N(CCCl)CCCl.[Na+]. Drug 2: CC1C(C(CC(O1)OC2CC(CC3=C2C(=C4C(=C3O)C(=O)C5=C(C4=O)C(=CC=C5)OC)O)(C(=O)CO)O)N)O.Cl. Cell line: CAKI-1. Synergy scores: CSS=48.4, Synergy_ZIP=3.93, Synergy_Bliss=7.73, Synergy_Loewe=4.38, Synergy_HSA=9.03.